Dataset: Catalyst prediction with 721,799 reactions and 888 catalyst types from USPTO. Task: Predict which catalyst facilitates the given reaction. (1) Reactant: [S:1]1[CH:5]=[CH:4][C:3]2C=C(N)C=[CH:9][C:2]1=2.[CH:11]([N:14]([CH2:18][CH3:19])[CH:15]([CH3:17])[CH3:16])([CH3:13])C.[OH-:20].[Li+].[OH2:22]. Product: [S:1]1[CH:5]=[CH:4][C:3]2[CH:17]=[C:15]([N:14]3[CH2:18][C:19]4[C:13](=[CH:9][C:2]([OH:20])=[CH:3][CH:4]=4)[C:11]3=[O:22])[CH:16]=[CH:9][C:2]1=2. The catalyst class is: 8. (2) Product: [F:12][C:2]1([F:1])[O:6][C:5]2[CH:7]=[CH:8][CH:9]=[C:10]([NH:11][NH2:13])[C:4]=2[O:3]1. The catalyst class is: 223. Reactant: [F:1][C:2]1([F:12])[O:6][C:5]2[CH:7]=[CH:8][CH:9]=[C:10]([NH2:11])[C:4]=2[O:3]1.[N:13]([O-])=O.[Na+].[Sn](Cl)(Cl)(Cl)Cl.Cl[Sn]Cl.[OH-].[Na+]. (3) The catalyst class is: 155. Product: [CH3:1][O:2][C:3]1[N:8]=[CH:7][C:6]([NH:9][C:15](=[O:16])[O:14][C:10]([CH3:13])([CH3:12])[CH3:11])=[CH:5][CH:4]=1. Reactant: [CH3:1][O:2][C:3]1[N:8]=[CH:7][C:6]([NH2:9])=[CH:5][CH:4]=1.[C:10]([O:14][C:15](O[C:15]([O:14][C:10]([CH3:13])([CH3:12])[CH3:11])=[O:16])=[O:16])([CH3:13])([CH3:12])[CH3:11]. (4) Reactant: [CH3:1][O:2][C:3](=[O:13])[CH:4](Br)[C:5]1[CH:10]=[CH:9][C:8]([F:11])=[CH:7][CH:6]=1.C(=O)([O-])[O-].[K+].[K+].[NH2:20][CH2:21][CH2:22][CH2:23][OH:24]. Product: [CH3:1][O:2][C:3](=[O:13])[CH:4]([C:5]1[CH:10]=[CH:9][C:8]([F:11])=[CH:7][CH:6]=1)[NH:20][CH2:21][CH2:22][CH2:23][OH:24]. The catalyst class is: 22. (5) Reactant: [CH3:1][C:2]1[N:7]=[CH:6][C:5]([C:8]([OH:10])=O)=[CH:4][CH:3]=1.N1(O)C2C=CC=CC=2N=N1.C1(N=C=N)CCCCC1.[CH:30]1([N:34]2[CH2:40][CH2:39][C:38]3[S:41][C:42]([CH:44]4[CH2:48][CH2:47][NH:46][CH2:45]4)=[N:43][C:37]=3[CH2:36][CH2:35]2)[CH2:33][CH2:32][CH2:31]1. Product: [CH:30]1([N:34]2[CH2:40][CH2:39][C:38]3[S:41][C:42]([CH:44]4[CH2:48][CH2:47][N:46]([C:8]([C:5]5[CH:6]=[N:7][C:2]([CH3:1])=[CH:3][CH:4]=5)=[O:10])[CH2:45]4)=[N:43][C:37]=3[CH2:36][CH2:35]2)[CH2:31][CH2:32][CH2:33]1. The catalyst class is: 9. (6) Reactant: N.[H][H].C(N)CCC.C(NCCCC)CCC.[CH2:18]([N:22]([CH2:27][CH2:28][CH2:29][CH3:30])[CH2:23][CH2:24][CH2:25][CH3:26])[CH2:19][CH2:20][CH3:21]. Product: [CH2:23]([N:22]([CH2:27][CH2:28][CH2:29][CH3:30])[CH:18]=[CH:19][CH2:20][CH3:21])[CH2:24][CH2:25][CH3:26]. The catalyst class is: 6. (7) Reactant: [OH:1][C@H:2]([C@H:5]1[O:9][C:8](=[O:10])[C@H:7]([CH3:11])[CH2:6]1)[CH2:3][CH3:4].[C:12](Cl)(=[O:19])[C:13]1[CH:18]=[CH:17][CH:16]=[CH:15][CH:14]=1. Product: [C:12]([O:1][C@H:2]([C@@H:5]1[CH2:6][C@@H:7]([CH3:11])[C:8](=[O:10])[O:9]1)[CH2:3][CH3:4])(=[O:19])[C:13]1[CH:18]=[CH:17][CH:16]=[CH:15][CH:14]=1. The catalyst class is: 79. (8) The catalyst class is: 6. Reactant: [Br:1][C:2]1[CH:3]=[C:4]([NH2:9])[C:5]([NH2:8])=[CH:6][CH:7]=1.[NH:10]1[CH2:15][CH2:14][CH:13]([C:16](O)=O)[CH2:12][CH2:11]1.[OH-].[Na+]. Product: [Br:1][C:2]1[CH:7]=[CH:6][C:5]2[NH:8][C:16]([CH:13]3[CH2:14][CH2:15][NH:10][CH2:11][CH2:12]3)=[N:9][C:4]=2[CH:3]=1. (9) Reactant: [CH2:1]([C:4]1[CH:9]=[CH:8][C:7]([OH:10])=[CH:6][CH:5]=1)[CH2:2][CH3:3].N1C=CC=CC=1.[C:17](Cl)(=[O:19])[CH3:18]. Product: [CH3:3][CH2:2][CH2:1][C:4]1[CH:5]=[CH:6][C:7]([O:10][C:17]([CH3:18])=[O:19])=[CH:8][CH:9]=1. The catalyst class is: 4. (10) The catalyst class is: 17. Reactant: Cl.Cl.[NH2:3][CH2:4][C:5]1[NH:6][C:7]2[C:12]([C:13](=[O:16])[C:14]=1[CH3:15])=[CH:11][CH:10]=[CH:9][CH:8]=2.[C:17](Cl)(=[O:24])[CH2:18][CH2:19][CH2:20][CH2:21][CH2:22][CH3:23]. Product: [CH3:15][C:14]1[C:13](=[O:16])[C:12]2[C:7](=[CH:8][CH:9]=[CH:10][CH:11]=2)[NH:6][C:5]=1[CH2:4][NH:3][C:17](=[O:24])[CH2:18][CH2:19][CH2:20][CH2:21][CH2:22][CH3:23].